From a dataset of Full USPTO retrosynthesis dataset with 1.9M reactions from patents (1976-2016). Predict the reactants needed to synthesize the given product. Given the product [F:1][C:2]1[C:3]([C:20]2[S:24][C:23]([C:25]3([OH:29])[CH2:28][CH2:27][CH2:26]3)=[N:22][CH:21]=2)=[C:4]2[CH:10]=[C:9]([C:11]3[CH:12]=[N:13][N:14]([CH2:16][C:17]([N:34]4[CH2:35][CH2:36][CH2:37][N:31]([CH3:30])[CH2:32][CH2:33]4)=[O:18])[CH:15]=3)[NH:8][C:5]2=[N:6][CH:7]=1, predict the reactants needed to synthesize it. The reactants are: [F:1][C:2]1[C:3]([C:20]2[S:24][C:23]([C:25]3([OH:29])[CH2:28][CH2:27][CH2:26]3)=[N:22][CH:21]=2)=[C:4]2[CH:10]=[C:9]([C:11]3[CH:12]=[N:13][N:14]([CH2:16][C:17](O)=[O:18])[CH:15]=3)[NH:8][C:5]2=[N:6][CH:7]=1.[CH3:30][N:31]1[CH2:37][CH2:36][CH2:35][NH:34][CH2:33][CH2:32]1.CN1CCOCC1.O.ON1C2C=CC=CC=2N=N1.Cl.CN(C)CCCN=C=NCC.